This data is from NCI-60 drug combinations with 297,098 pairs across 59 cell lines. The task is: Regression. Given two drug SMILES strings and cell line genomic features, predict the synergy score measuring deviation from expected non-interaction effect. (1) Drug 1: CCCS(=O)(=O)NC1=C(C(=C(C=C1)F)C(=O)C2=CNC3=C2C=C(C=N3)C4=CC=C(C=C4)Cl)F. Drug 2: CCC1=C2CN3C(=CC4=C(C3=O)COC(=O)C4(CC)O)C2=NC5=C1C=C(C=C5)O. Cell line: SNB-75. Synergy scores: CSS=37.9, Synergy_ZIP=0.383, Synergy_Bliss=0.204, Synergy_Loewe=-48.8, Synergy_HSA=-0.921. (2) Drug 1: CCC1=CC2CC(C3=C(CN(C2)C1)C4=CC=CC=C4N3)(C5=C(C=C6C(=C5)C78CCN9C7C(C=CC9)(C(C(C8N6C)(C(=O)OC)O)OC(=O)C)CC)OC)C(=O)OC.C(C(C(=O)O)O)(C(=O)O)O. Drug 2: C1C(C(OC1N2C=NC(=NC2=O)N)CO)O. Cell line: SK-OV-3. Synergy scores: CSS=44.9, Synergy_ZIP=-0.353, Synergy_Bliss=-2.14, Synergy_Loewe=-22.7, Synergy_HSA=-2.94. (3) Drug 1: CC1C(C(CC(O1)OC2CC(OC(C2O)C)OC3=CC4=CC5=C(C(=O)C(C(C5)C(C(=O)C(C(C)O)O)OC)OC6CC(C(C(O6)C)O)OC7CC(C(C(O7)C)O)OC8CC(C(C(O8)C)O)(C)O)C(=C4C(=C3C)O)O)O)O. Drug 2: CN(CC1=CN=C2C(=N1)C(=NC(=N2)N)N)C3=CC=C(C=C3)C(=O)NC(CCC(=O)O)C(=O)O. Cell line: 786-0. Synergy scores: CSS=79.2, Synergy_ZIP=-0.855, Synergy_Bliss=-3.21, Synergy_Loewe=-2.73, Synergy_HSA=-1.47. (4) Cell line: IGROV1. Drug 1: CCC1(CC2CC(C3=C(CCN(C2)C1)C4=CC=CC=C4N3)(C5=C(C=C6C(=C5)C78CCN9C7C(C=CC9)(C(C(C8N6C)(C(=O)OC)O)OC(=O)C)CC)OC)C(=O)OC)O.OS(=O)(=O)O. Synergy scores: CSS=5.18, Synergy_ZIP=-3.54, Synergy_Bliss=1.13, Synergy_Loewe=2.43, Synergy_HSA=0.957. Drug 2: C1=CC=C(C=C1)NC(=O)CCCCCCC(=O)NO. (5) Drug 2: C1CC(C1)(C(=O)O)C(=O)O.[NH2-].[NH2-].[Pt+2]. Synergy scores: CSS=19.0, Synergy_ZIP=5.06, Synergy_Bliss=8.08, Synergy_Loewe=1.64, Synergy_HSA=2.52. Drug 1: CC12CCC3C(C1CCC2NC(=O)OCC(F)(F)F)CCC4C3(C=CC(=O)N4C)C. Cell line: SK-OV-3. (6) Drug 1: C1=NC(=NC(=O)N1C2C(C(C(O2)CO)O)O)N. Drug 2: CN(C(=O)NC(C=O)C(C(C(CO)O)O)O)N=O. Cell line: OVCAR3. Synergy scores: CSS=17.7, Synergy_ZIP=3.89, Synergy_Bliss=6.71, Synergy_Loewe=-18.7, Synergy_HSA=-6.62.